From a dataset of NCI-60 drug combinations with 297,098 pairs across 59 cell lines. Regression. Given two drug SMILES strings and cell line genomic features, predict the synergy score measuring deviation from expected non-interaction effect. (1) Drug 1: C1CCC(CC1)NC(=O)N(CCCl)N=O. Drug 2: CCC(=C(C1=CC=CC=C1)C2=CC=C(C=C2)OCCN(C)C)C3=CC=CC=C3.C(C(=O)O)C(CC(=O)O)(C(=O)O)O. Cell line: DU-145. Synergy scores: CSS=-0.430, Synergy_ZIP=-1.58, Synergy_Bliss=-0.710, Synergy_Loewe=-2.73, Synergy_HSA=-2.44. (2) Drug 1: CC12CCC3C(C1CCC2OP(=O)(O)O)CCC4=C3C=CC(=C4)OC(=O)N(CCCl)CCCl.[Na+]. Drug 2: CC1C(C(CC(O1)OC2CC(CC3=C2C(=C4C(=C3O)C(=O)C5=C(C4=O)C(=CC=C5)OC)O)(C(=O)CO)O)N)O.Cl. Cell line: PC-3. Synergy scores: CSS=51.2, Synergy_ZIP=2.67, Synergy_Bliss=6.41, Synergy_Loewe=-36.0, Synergy_HSA=6.43. (3) Drug 1: C1=CC(=C2C(=C1NCCNCCO)C(=O)C3=C(C=CC(=C3C2=O)O)O)NCCNCCO. Drug 2: CN(CCCl)CCCl.Cl. Cell line: KM12. Synergy scores: CSS=15.4, Synergy_ZIP=-8.06, Synergy_Bliss=-9.24, Synergy_Loewe=-5.38, Synergy_HSA=-3.61. (4) Drug 1: COC1=C(C=C2C(=C1)N=CN=C2NC3=CC(=C(C=C3)F)Cl)OCCCN4CCOCC4. Drug 2: CC1C(C(CC(O1)OC2CC(CC3=C2C(=C4C(=C3O)C(=O)C5=C(C4=O)C(=CC=C5)OC)O)(C(=O)C)O)N)O.Cl. Cell line: NCI-H522. Synergy scores: CSS=43.4, Synergy_ZIP=1.37, Synergy_Bliss=3.16, Synergy_Loewe=7.03, Synergy_HSA=8.00. (5) Drug 1: CCC1=CC2CC(C3=C(CN(C2)C1)C4=CC=CC=C4N3)(C5=C(C=C6C(=C5)C78CCN9C7C(C=CC9)(C(C(C8N6C)(C(=O)OC)O)OC(=O)C)CC)OC)C(=O)OC.C(C(C(=O)O)O)(C(=O)O)O. Drug 2: C1=CN(C=N1)CC(O)(P(=O)(O)O)P(=O)(O)O. Cell line: IGROV1. Synergy scores: CSS=9.14, Synergy_ZIP=-9.45, Synergy_Bliss=-16.6, Synergy_Loewe=-17.5, Synergy_HSA=-14.4. (6) Drug 1: C1C(C(OC1N2C=C(C(=O)NC2=O)F)CO)O. Drug 2: CC1CCCC2(C(O2)CC(NC(=O)CC(C(C(=O)C(C1O)C)(C)C)O)C(=CC3=CSC(=N3)C)C)C. Cell line: UACC-257. Synergy scores: CSS=19.1, Synergy_ZIP=-6.13, Synergy_Bliss=-4.63, Synergy_Loewe=-9.48, Synergy_HSA=-3.54.